From a dataset of Forward reaction prediction with 1.9M reactions from USPTO patents (1976-2016). Predict the product of the given reaction. (1) The product is: [CH2:1]([N:3]([CH2:20][CH3:21])[CH2:4][CH2:5][N:6]1[CH2:12][CH2:11][CH2:10][C:9]2[NH:13][C:14]([CH:17]=[C:28]3[C:27]4[C:31](=[CH:32][C:24]([O:23][CH3:22])=[CH:25][CH:26]=4)[NH:30][C:29]3=[O:33])=[C:15]([CH3:16])[C:8]=2[C:7]1=[O:19])[CH3:2]. Given the reactants [CH2:1]([N:3]([CH2:20][CH3:21])[CH2:4][CH2:5][N:6]1[CH2:12][CH2:11][CH2:10][C:9]2[NH:13][C:14]([CH:17]=O)=[C:15]([CH3:16])[C:8]=2[C:7]1=[O:19])[CH3:2].[CH3:22][O:23][C:24]1[CH:32]=[C:31]2[C:27]([CH2:28][C:29](=[O:33])[NH:30]2)=[CH:26][CH:25]=1, predict the reaction product. (2) Given the reactants [O:1]=[C:2]1[C:10]2[C:5](=[CH:6][CH:7]=[CH:8][CH:9]=2)[C:4](=[O:11])[N:3]1[NH:12][C:13](=[O:19])[O:14][C:15]([CH3:18])([CH3:17])[CH3:16].I[CH2:21][CH3:22].C(=O)([O-])[O-].[K+].[K+], predict the reaction product. The product is: [O:11]=[C:4]1[C:5]2[C:10](=[CH:9][CH:8]=[CH:7][CH:6]=2)[C:2](=[O:1])[N:3]1[N:12]([CH2:21][CH3:22])[C:13](=[O:19])[O:14][C:15]([CH3:16])([CH3:18])[CH3:17].